Dataset: Reaction yield outcomes from USPTO patents with 853,638 reactions. Task: Predict the reaction yield, written as a fraction of the theoretical maximum amount of product (1.0 means a 100% yield; for example, 0.34 means a 34% yield). The reactants are [Si](I)(C)(C)C.C[C@:7]([NH:35]C(OC(C)(C)C)=O)([CH2:11][S:12][CH2:13][C:14]1[CH:19]=[CH:18][C:17]([C:20]2[CH:25]=[CH:24][C:23]([N:26]3[C:34]4[C:29](=[CH:30][CH:31]=[CH:32][CH:33]=4)[CH:28]=[CH:27]3)=[CH:22][CH:21]=2)=[CH:16][CH:15]=1)[C:8]([O-:10])=[O:9].[C:43](=O)(O)[O-].[Na+]. The catalyst is C(Cl)Cl. The product is [CH3:43][O:10][C:8](=[O:9])[C@@H:7]([NH2:35])[CH2:11][S:12][CH2:13][C:14]1[CH:19]=[CH:18][C:17]([C:20]2[CH:25]=[CH:24][C:23]([N:26]3[C:34]4[C:29](=[CH:30][CH:31]=[CH:32][CH:33]=4)[CH:28]=[CH:27]3)=[CH:22][CH:21]=2)=[CH:16][CH:15]=1. The yield is 0.950.